From a dataset of Forward reaction prediction with 1.9M reactions from USPTO patents (1976-2016). Predict the product of the given reaction. (1) Given the reactants [C:1](Cl)(=[O:8])[O:2][CH2:3][C:4]([Cl:7])([Cl:6])[Cl:5].C1COCC1.[F:15][C:16]1[N:21]=[CH:20][C:19]([NH2:22])=[CH:18][CH:17]=1.C(N(CC)CC)C, predict the reaction product. The product is: [F:15][C:16]1[N:21]=[CH:20][C:19]([NH:22][C:1](=[O:8])[O:2][CH2:3][C:4]([Cl:7])([Cl:6])[Cl:5])=[CH:18][CH:17]=1. (2) Given the reactants [N+:1]([C:4]1[CH:13]=[CH:12][CH:11]=[C:10]2[C:5]=1[CH:6]=[CH:7][CH:8]=[N:9]2)([O-:3])=[O:2].[I:14][CH3:15], predict the reaction product. The product is: [I-:14].[N+:1]([C:4]1[CH:13]=[CH:12][CH:11]=[C:10]2[C:5]=1[CH:6]=[CH:7][CH:8]=[N+:9]2[CH3:15])([O-:3])=[O:2].